Dataset: Full USPTO retrosynthesis dataset with 1.9M reactions from patents (1976-2016). Task: Predict the reactants needed to synthesize the given product. (1) Given the product [CH3:38][O:37][C:34]1[CH:33]=[CH:32][C:31]([CH2:30][N:8]([CH2:7][C:6]2[CH:5]=[CH:4][C:3]([O:2][CH3:1])=[CH:40][CH:39]=2)[C:9]2[N:10]=[CH:11][C:12]([C:15]3[C:16]4[CH2:29][CH2:28][N:27]([C:42]5[CH:43]=[C:44]([CH2:48][C:49]([N:51]6[CH2:52][CH2:53][N:54]([CH2:57][CH2:58][OH:59])[CH2:55][CH2:56]6)=[O:50])[CH:45]=[CH:46][CH:47]=5)[C:17]=4[N:18]=[C:19]([N:21]4[CH2:26][CH2:25][O:24][CH2:23][CH2:22]4)[N:20]=3)=[CH:13][N:14]=2)=[CH:36][CH:35]=1, predict the reactants needed to synthesize it. The reactants are: [CH3:1][O:2][C:3]1[CH:40]=[CH:39][C:6]([CH2:7][N:8]([CH2:30][C:31]2[CH:36]=[CH:35][C:34]([O:37][CH3:38])=[CH:33][CH:32]=2)[C:9]2[N:14]=[CH:13][C:12]([C:15]3[C:16]4[CH2:29][CH2:28][NH:27][C:17]=4[N:18]=[C:19]([N:21]4[CH2:26][CH2:25][O:24][CH2:23][CH2:22]4)[N:20]=3)=[CH:11][N:10]=2)=[CH:5][CH:4]=1.Br[C:42]1[CH:43]=[C:44]([CH2:48][C:49]([N:51]2[CH2:56][CH2:55][N:54]([CH2:57][CH2:58][OH:59])[CH2:53][CH2:52]2)=[O:50])[CH:45]=[CH:46][CH:47]=1. (2) Given the product [Br:24][C:3]1[C:4]2[C:5](=[N:6][CH:7]=[C:8]([C:10]3[CH:11]=[CH:12][C:13]([NH:16][C:17](=[O:23])[O:18][C:19]([CH3:20])([CH3:22])[CH3:21])=[N:14][CH:15]=3)[CH:9]=2)[NH:1][CH:2]=1, predict the reactants needed to synthesize it. The reactants are: [NH:1]1[C:5]2=[N:6][CH:7]=[C:8]([C:10]3[CH:11]=[CH:12][C:13]([NH:16][C:17](=[O:23])[O:18][C:19]([CH3:22])([CH3:21])[CH3:20])=[N:14][CH:15]=3)[CH:9]=[C:4]2[CH:3]=[CH:2]1.[Br:24]N1C(=O)CCC1=O.